This data is from Full USPTO retrosynthesis dataset with 1.9M reactions from patents (1976-2016). The task is: Predict the reactants needed to synthesize the given product. Given the product [Cl:28][CH2:29][CH2:30][N:31]([CH2:40][CH2:41][Cl:42])[C:32]1[CH:37]=[CH:36][C:35]([CH3:38])=[C:34]([NH:39][C:10](=[O:12])[C@@H:9]([NH:8][C:6]([O:5][C:1]([CH3:2])([CH3:3])[CH3:4])=[O:7])[CH2:20][C:21]([O:23][C:24]([CH3:25])([CH3:26])[CH3:27])=[O:22])[CH:33]=1, predict the reactants needed to synthesize it. The reactants are: [C:1]([O:5][C:6]([NH:8][C@@H:9]([CH2:20][C:21]([O:23][C:24]([CH3:27])([CH3:26])[CH3:25])=[O:22])[C:10]([O:12]N1C(=O)CCC1=O)=O)=[O:7])([CH3:4])([CH3:3])[CH3:2].[Cl:28][CH2:29][CH2:30][N:31]([CH2:40][CH2:41][Cl:42])[C:32]1[CH:37]=[CH:36][C:35]([CH3:38])=[C:34]([NH2:39])[CH:33]=1.C(N(CC)CC)C.